From a dataset of NCI-60 drug combinations with 297,098 pairs across 59 cell lines. Regression. Given two drug SMILES strings and cell line genomic features, predict the synergy score measuring deviation from expected non-interaction effect. (1) Drug 1: COC1=CC(=CC(=C1O)OC)C2C3C(COC3=O)C(C4=CC5=C(C=C24)OCO5)OC6C(C(C7C(O6)COC(O7)C8=CC=CS8)O)O. Drug 2: C1C(C(OC1N2C=NC3=C(N=C(N=C32)Cl)N)CO)O. Cell line: PC-3. Synergy scores: CSS=17.1, Synergy_ZIP=-7.09, Synergy_Bliss=-2.68, Synergy_Loewe=-1.91, Synergy_HSA=-1.58. (2) Drug 1: CC1=C2C(C(=O)C3(C(CC4C(C3C(C(C2(C)C)(CC1OC(=O)C(C(C5=CC=CC=C5)NC(=O)C6=CC=CC=C6)O)O)OC(=O)C7=CC=CC=C7)(CO4)OC(=O)C)O)C)OC(=O)C. Drug 2: CC1CCC2CC(C(=CC=CC=CC(CC(C(=O)C(C(C(=CC(C(=O)CC(OC(=O)C3CCCCN3C(=O)C(=O)C1(O2)O)C(C)CC4CCC(C(C4)OC)OCCO)C)C)O)OC)C)C)C)OC. Cell line: 786-0. Synergy scores: CSS=2.35, Synergy_ZIP=4.77, Synergy_Bliss=5.20, Synergy_Loewe=3.99, Synergy_HSA=5.70. (3) Drug 1: CC1OCC2C(O1)C(C(C(O2)OC3C4COC(=O)C4C(C5=CC6=C(C=C35)OCO6)C7=CC(=C(C(=C7)OC)O)OC)O)O. Drug 2: C1=NC2=C(N=C(N=C2N1C3C(C(C(O3)CO)O)F)Cl)N. Cell line: U251. Synergy scores: CSS=53.9, Synergy_ZIP=-0.930, Synergy_Bliss=-0.659, Synergy_Loewe=0.243, Synergy_HSA=3.56. (4) Drug 1: CN(C)C1=NC(=NC(=N1)N(C)C)N(C)C. Drug 2: C1CNP(=O)(OC1)N(CCCl)CCCl. Cell line: DU-145. Synergy scores: CSS=-9.20, Synergy_ZIP=1.67, Synergy_Bliss=-2.47, Synergy_Loewe=-6.96, Synergy_HSA=-6.45. (5) Drug 1: C1=NC2=C(N1)C(=S)N=C(N2)N. Drug 2: C1=CC=C(C=C1)NC(=O)CCCCCCC(=O)NO. Cell line: BT-549. Synergy scores: CSS=12.5, Synergy_ZIP=-4.38, Synergy_Bliss=0.622, Synergy_Loewe=-2.63, Synergy_HSA=0.174.